Dataset: Forward reaction prediction with 1.9M reactions from USPTO patents (1976-2016). Task: Predict the product of the given reaction. (1) Given the reactants [N:1]#[C:2][NH2:3].[N:4]([C:7]1[CH:12]=[CH:11][C:10]([N:13]2[CH2:18][CH2:17][N:16]([CH2:19][CH:20]3[CH2:22][CH2:21]3)[CH2:15][CH2:14]2)=[CH:9][CH:8]=1)=[C:5]=[S:6].Br[CH2:24][C:25]([C:27]1[CH:32]=[CH:31][C:30]([OH:33])=[C:29]([F:34])[CH:28]=1)=[O:26], predict the reaction product. The product is: [NH2:1][C:2]1[N:3]=[C:5]([NH:4][C:7]2[CH:8]=[CH:9][C:10]([N:13]3[CH2:14][CH2:15][N:16]([CH2:19][CH:20]4[CH2:22][CH2:21]4)[CH2:17][CH2:18]3)=[CH:11][CH:12]=2)[S:6][C:24]=1[C:25]([C:27]1[CH:32]=[CH:31][C:30]([OH:33])=[C:29]([F:34])[CH:28]=1)=[O:26]. (2) Given the reactants [CH3:1][O:2][C:3]([C:5]1[C:14]2[CH2:13][CH2:12][CH2:11][CH2:10][C:9]=2[CH:8]=[CH:7][C:6]=1[NH:15][S:16]([C:19]1[CH:23]=[CH:22][S:21][C:20]=1[C:24](O)=[O:25])(=[O:18])=[O:17])=[O:4].CN1CCOCC1.F[P-](F)(F)(F)(F)F.N1(OC(N(C)C)=[N+](C)C)C2N=CC=CC=2N=N1.[CH2:58]([N:60]([CH2:64][CH3:65])[CH2:61][CH2:62][NH2:63])[CH3:59].Cl, predict the reaction product. The product is: [CH2:58]([N:60]([CH2:64][CH3:65])[CH2:61][CH2:62][NH:63][C:24]([C:20]1[S:21][CH:22]=[CH:23][C:19]=1[S:16]([NH:15][C:6]1[CH:7]=[CH:8][C:9]2[CH2:10][CH2:11][CH2:12][CH2:13][C:14]=2[C:5]=1[C:3]([O:2][CH3:1])=[O:4])(=[O:17])=[O:18])=[O:25])[CH3:59]. (3) The product is: [NH:4]1[C:12]2[C:7](=[CH:8][C:9]([NH:13][C:14]([C:16]3[C:17]([C:22]4[CH:23]=[CH:24][C:25]([C:28]([F:29])([F:30])[F:31])=[CH:26][CH:27]=4)=[CH:18][CH:19]=[CH:20][CH:21]=3)=[O:15])=[CH:10][CH:11]=2)[CH2:6][CH2:5]1. Given the reactants C([N:4]1[C:12]2[C:7](=[CH:8][C:9]([NH:13][C:14]([C:16]3[C:17]([C:22]4[CH:27]=[CH:26][C:25]([C:28]([F:31])([F:30])[F:29])=[CH:24][CH:23]=4)=[CH:18][CH:19]=[CH:20][CH:21]=3)=[O:15])=[CH:10][CH:11]=2)[CH2:6][CH2:5]1)(=O)C.Cl.C(OCC)(=O)C.C(=O)([O-])[O-].[K+].[K+], predict the reaction product. (4) Given the reactants [Br:1][C:2]1[CH:7]=[CH:6][CH:5]=[C:4](F)[N:3]=1.[N:9]1([C:16]([O:18][C:19]([CH3:22])([CH3:21])[CH3:20])=[O:17])[CH2:15][CH2:14][CH2:13][NH:12][CH2:11][CH2:10]1.CCN(C(C)C)C(C)C, predict the reaction product. The product is: [Br:1][C:2]1[N:3]=[C:4]([N:12]2[CH2:13][CH2:14][CH2:15][N:9]([C:16]([O:18][C:19]([CH3:22])([CH3:21])[CH3:20])=[O:17])[CH2:10][CH2:11]2)[CH:5]=[CH:6][CH:7]=1. (5) Given the reactants [CH3:1][O:2][C:3]1[CH:8]=[CH:7][CH:6]=[CH:5][C:4]=1[N:9]1[CH2:14][CH2:13][NH:12][CH2:11][CH2:10]1.[CH3:15][O:16][C:17]1[CH:22]=[CH:21][C:20]([C:23]2[C:24]([CH:29]=O)=[CH:25][CH:26]=[CH:27][CH:28]=2)=[CH:19][CH:18]=1.[BH-](OC(C)=O)(OC(C)=O)OC(C)=O.[Na+].C1(C2C=CC=CC=2)C=CC=CC=1CN1CCN(C2C=CC=CC=2)CC1, predict the reaction product. The product is: [CH3:15][O:16][C:17]1[CH:18]=[CH:19][C:20]([C:23]2[CH:28]=[CH:27][CH:26]=[CH:25][C:24]=2[CH2:29][N:12]2[CH2:13][CH2:14][N:9]([C:4]3[CH:5]=[CH:6][CH:7]=[CH:8][C:3]=3[O:2][CH3:1])[CH2:10][CH2:11]2)=[CH:21][CH:22]=1.